From a dataset of Catalyst prediction with 721,799 reactions and 888 catalyst types from USPTO. Predict which catalyst facilitates the given reaction. (1) Reactant: [N:1]1([CH:7]2[CH2:12][CH2:11][CH:10]([NH:13]C(=O)OC(C)(C)C)[CH2:9][CH2:8]2)[CH2:6][CH2:5][O:4][CH2:3][CH2:2]1.[ClH:21].CCOCC. Product: [ClH:21].[ClH:21].[N:1]1([CH:7]2[CH2:8][CH2:9][CH:10]([NH2:13])[CH2:11][CH2:12]2)[CH2:2][CH2:3][O:4][CH2:5][CH2:6]1. The catalyst class is: 5. (2) Reactant: Cl[CH2:2][C:3]1[C:12]2[C:7](=[CH:8][CH:9]=[CH:10][CH:11]=2)[C:6]([F:13])=[CH:5][CH:4]=1.[C-:14]#[N:15].[Na+].O. Product: [F:13][C:6]1[C:7]2[C:12](=[CH:11][CH:10]=[CH:9][CH:8]=2)[C:3]([CH2:2][C:14]#[N:15])=[CH:4][CH:5]=1. The catalyst class is: 9. (3) Reactant: [CH3:1][N:2]1[CH2:7][CH2:6][CH:5]([N:8]2[C:16](=O)[C:15]3[CH:14]=[C:13]4[NH:18][C:19]([C:21]5[C:22](=[O:41])[NH:23][CH:24]=[CH:25][C:26]=5[NH:27][C@@H:28]([CH3:40])[CH2:29][C:30]5[C:35]([F:36])=[C:34]([F:37])[CH:33]=[C:32]([F:38])[C:31]=5[F:39])=[N:20][C:12]4=[CH:11][C:10]=3[C:9]2=[O:42])[CH2:4][CH2:3]1. Product: [CH3:1][N:2]1[CH2:7][CH2:6][CH:5]([N:8]2[CH2:16][C:15]3[CH:14]=[C:13]4[N:18]=[C:19]([C:21]5[C:22](=[O:41])[NH:23][CH:24]=[CH:25][C:26]=5[NH:27][C@@H:28]([CH3:40])[CH2:29][C:30]5[C:31]([F:39])=[C:32]([F:38])[CH:33]=[C:34]([F:37])[C:35]=5[F:36])[NH:20][C:12]4=[CH:11][C:10]=3[C:9]2=[O:42])[CH2:4][CH2:3]1. The catalyst class is: 183.